The task is: Binary Classification. Given a drug SMILES string, predict its activity (active/inactive) in a high-throughput screening assay against a specified biological target.. This data is from M1 muscarinic receptor antagonist screen with 61,756 compounds. (1) The compound is O=C1N(C(=O)N(C(=O)C1C1(CCCCC1)C#N)C)C. The result is 0 (inactive). (2) The compound is s1c(NC(=O)c2c(O)c3c(n(CCC)c2=O)CCCC3)nc(c1)C. The result is 0 (inactive). (3) The drug is s1c2ncnc(NC(CCC(O)=O)C(O)=O)c2c(c1C)C. The result is 0 (inactive). (4) The compound is Brc1ccc(S(=O)(=O)c2ccc(C(=O)N3CCN(CC3)C)cc2)cc1. The result is 0 (inactive). (5) The molecule is o1c2c(c(CN3CCN(CC3)Cc3cc4OCOc4cc3)cc1=O)ccc(c2C)C. The result is 1 (active).